This data is from Forward reaction prediction with 1.9M reactions from USPTO patents (1976-2016). The task is: Predict the product of the given reaction. (1) Given the reactants [N:1]1[C:10]2[C:5](=[CH:6][C:7]([C:11]([OH:13])=O)=[CH:8][CH:9]=2)[CH:4]=[CH:3][CH:2]=1.Br.[F:15][C:16]1[C:23]([OH:24])=[CH:22][CH:21]=[CH:20][C:17]=1[CH2:18][NH2:19].N1C=CC=CC=1.CCN=C=NCCCN(C)C, predict the reaction product. The product is: [F:15][C:16]1[C:23]([OH:24])=[CH:22][CH:21]=[CH:20][C:17]=1[CH2:18][NH:19][C:11]([C:7]1[CH:6]=[C:5]2[C:10](=[CH:9][CH:8]=1)[N:1]=[CH:2][CH:3]=[CH:4]2)=[O:13]. (2) The product is: [NH2:33][C:32]1[N:24]=[CH:25][N:26]=[C:27]2[C:31]=1[N:30]=[CH:29][N:28]2[CH:2]([C:4]1[O:5][C:6](=[O:23])[C:7]2[C:12]([C:13]=1[C:14]1[CH:19]=[CH:18][CH:17]=[C:16]([N:20]([CH3:22])[CH3:21])[CH:15]=1)=[CH:11][CH:10]=[CH:9][CH:8]=2)[CH3:3]. Given the reactants Br[CH:2]([C:4]1[O:5][C:6](=[O:23])[C:7]2[C:12]([C:13]=1[C:14]1[CH:19]=[CH:18][CH:17]=[C:16]([N:20]([CH3:22])[CH3:21])[CH:15]=1)=[CH:11][CH:10]=[CH:9][CH:8]=2)[CH3:3].[N:24]1[C:32]([NH2:33])=[C:31]2[C:27]([NH:28][CH:29]=[N:30]2)=[N:26][CH:25]=1.C([O-])([O-])=O.[K+].[K+], predict the reaction product.